Dataset: Full USPTO retrosynthesis dataset with 1.9M reactions from patents (1976-2016). Task: Predict the reactants needed to synthesize the given product. (1) Given the product [F:1][C:2]1[CH:3]=[C:4]([CH:19]=[CH:20][CH:21]=1)[CH2:5][O:6][C:7]1[CH:15]=[CH:14][CH:13]=[C:9]2[C:8]=1[C:16](=[O:18])[N:23]([CH:24]1[CH2:30][CH2:29][C:28](=[O:31])[NH:27][C:25]1=[O:26])[C:10]2=[O:12], predict the reactants needed to synthesize it. The reactants are: [F:1][C:2]1[CH:3]=[C:4]([CH:19]=[CH:20][CH:21]=1)[CH2:5][O:6][C:7]1[CH:15]=[CH:14][CH:13]=[C:9]([C:10]([OH:12])=O)[C:8]=1[C:16]([OH:18])=O.Cl.[NH2:23][CH:24]1[CH2:30][CH2:29][C:28](=[O:31])[NH:27][C:25]1=[O:26]. (2) Given the product [Cl:16][C:17]1[CH:22]=[C:21]([Cl:23])[CH:20]=[CH:19][C:18]=1[C:24]1[O:30][C:27]([CH:28]=[C:6]2[CH2:5][CH2:4][CH2:3][N:2]=[C:7]2[C:9]2[CH:10]=[N:11][CH:12]=[CH:13][CH:14]=2)=[CH:26][CH:25]=1, predict the reactants needed to synthesize it. The reactants are: [Cl-].[NH3+:2][CH2:3][CH2:4][CH2:5][CH2:6][C:7]([C:9]1[CH:10]=[NH+:11][CH:12]=[CH:13][CH:14]=1)=O.[Cl-].[Cl:16][C:17]1[CH:22]=[C:21]([Cl:23])[CH:20]=[CH:19][C:18]=1[C:24]1[O:30][C:27]([CH:28]=O)=[CH:26][CH:25]=1. (3) Given the product [Cl:21][C:22]1[CH:27]=[CH:26][C:25]([C:4]2[CH2:3][C:2]([CH3:20])([CH3:1])[O:7][CH2:6][C:5]=2[C:8]([O:10][CH3:11])=[O:9])=[CH:24][CH:23]=1, predict the reactants needed to synthesize it. The reactants are: [CH3:1][C:2]1([CH3:20])[O:7][CH2:6][C:5]([C:8]([O:10][CH3:11])=[O:9])=[C:4](OS(C(F)(F)F)(=O)=O)[CH2:3]1.[Cl:21][C:22]1[CH:27]=[CH:26][C:25](B(O)O)=[CH:24][CH:23]=1.C([O-])([O-])=O.[Na+].[Na+]. (4) The reactants are: [C:1]([SiH2:5][O:6][C:7]([CH3:16])([CH3:15])[C:8]1[CH:13]=[CH:12][N:11]=[C:10]([NH2:14])[CH:9]=1)([CH3:4])([CH3:3])[CH3:2].[H-].[Na+].Cl[C:20]1[S:21][C:22]([C:25]2[CH:30]=[CH:29][CH:28]=[CH:27][CH:26]=2)=[CH:23][N:24]=1. Given the product [C:1]([SiH2:5][O:6][C:7]([CH3:16])([CH3:15])[C:8]1[CH:13]=[CH:12][N:11]=[C:10]([NH:14][C:20]2[S:21][C:22]([C:25]3[CH:30]=[CH:29][CH:28]=[CH:27][CH:26]=3)=[CH:23][N:24]=2)[CH:9]=1)([CH3:4])([CH3:2])[CH3:3], predict the reactants needed to synthesize it. (5) The reactants are: [CH2:1]([C:4]1[C:12]([N:13]([CH2:20][CH3:21])[CH:14]2[CH2:19][CH2:18][O:17][CH2:16][CH2:15]2)=[CH:11][CH:10]=[CH:9][C:5]=1[C:6]([OH:8])=O)[CH:2]=[CH2:3].[NH2:22][CH2:23][C:24]1[C:25]([O:37][CH3:38])=[N:26][C:27]([CH3:36])=[CH:28][C:29]=1[CH2:30][CH2:31][CH:32]([OH:35])[CH:33]=[CH2:34].C(Cl)CCl.C1C=NC2N(O)N=NC=2C=1.CN1CCOCC1. Given the product [CH2:1]([C:4]1[C:12]([N:13]([CH2:20][CH3:21])[CH:14]2[CH2:19][CH2:18][O:17][CH2:16][CH2:15]2)=[CH:11][CH:10]=[CH:9][C:5]=1[C:6]([NH:22][CH2:23][C:24]1[C:25]([O:37][CH3:38])=[N:26][C:27]([CH3:36])=[CH:28][C:29]=1[CH2:30][CH2:31][CH:32]([OH:35])[CH:33]=[CH2:34])=[O:8])[CH:2]=[CH2:3], predict the reactants needed to synthesize it. (6) The reactants are: [NH2:1][C:2]1[C:10]([C:11]([F:14])([F:13])[F:12])=[CH:9][C:5]([C:6]([OH:8])=[O:7])=[CH:4][CH:3]=1.S(Cl)([Cl:18])(=O)=O. Given the product [NH2:1][C:2]1[C:10]([C:11]([F:12])([F:13])[F:14])=[CH:9][C:5]([C:6]([OH:8])=[O:7])=[CH:4][C:3]=1[Cl:18], predict the reactants needed to synthesize it. (7) The reactants are: [NH2:1][C@@H:2]1[C:8](=[O:9])[N:7]([CH2:10][CH:11]2[CH2:13][CH2:12]2)[C:6]2[CH:14]=[CH:15][CH:16]=[CH:17][C:5]=2[C:4]2[CH:18]=[CH:19][CH:20]=[CH:21][C:3]1=2.[CH3:22][CH:23]([C:27]([NH:29][CH2:30][CH2:31][C:32]([F:38])([F:37])[C:33]([F:36])([F:35])[F:34])=[O:28])[C:24](O)=[O:25]. Given the product [CH:11]1([CH2:10][N:7]2[C:8](=[O:9])[C@@H:2]([NH:1][C:24](=[O:25])[CH:23]([CH3:22])[C:27]([NH:29][CH2:30][CH2:31][C:32]([F:37])([F:38])[C:33]([F:36])([F:34])[F:35])=[O:28])[C:3]3[CH:21]=[CH:20][CH:19]=[CH:18][C:4]=3[C:5]3[CH:17]=[CH:16][CH:15]=[CH:14][C:6]2=3)[CH2:13][CH2:12]1, predict the reactants needed to synthesize it.